This data is from NCI-60 drug combinations with 297,098 pairs across 59 cell lines. The task is: Regression. Given two drug SMILES strings and cell line genomic features, predict the synergy score measuring deviation from expected non-interaction effect. (1) Drug 1: CC1=CC=C(C=C1)C2=CC(=NN2C3=CC=C(C=C3)S(=O)(=O)N)C(F)(F)F. Drug 2: C1CN(P(=O)(OC1)NCCCl)CCCl. Cell line: CAKI-1. Synergy scores: CSS=-0.330, Synergy_ZIP=4.02, Synergy_Bliss=5.44, Synergy_Loewe=-0.809, Synergy_HSA=-1.08. (2) Drug 1: CN(CCCl)CCCl.Cl. Drug 2: CS(=O)(=O)OCCCCOS(=O)(=O)C. Cell line: RPMI-8226. Synergy scores: CSS=56.4, Synergy_ZIP=-3.65, Synergy_Bliss=-3.25, Synergy_Loewe=-22.7, Synergy_HSA=-0.452.